This data is from Reaction yield outcomes from USPTO patents with 853,638 reactions. The task is: Predict the reaction yield, written as a fraction of the theoretical maximum amount of product (1.0 means a 100% yield; for example, 0.34 means a 34% yield). (1) The reactants are [Cl:1][C:2]1[CH:3]=[N:4][CH:5]=[C:6]([Cl:24])[C:7]=1[S:8][C:9]1[S:13][C:12]([C:14]([NH:16][CH2:17][CH2:18][CH2:19][OH:20])=[O:15])=[CH:11][C:10]=1[N+:21]([O-:23])=[O:22]. The catalyst is C(Cl)(Cl)Cl. The product is [Cl:24][C:6]1[CH:5]=[N:4][CH:3]=[C:2]([Cl:1])[C:7]=1[S:8][C:9]1[S:13][C:12]([C:14]([NH:16][CH2:17][CH2:18][CH:19]=[O:20])=[O:15])=[CH:11][C:10]=1[N+:21]([O-:23])=[O:22]. The yield is 0.890. (2) The reactants are [I:1][C:2]1[CH:8]=[C:7]([C:9]([F:18])([C:14]([F:17])([F:16])[F:15])[C:10]([F:13])([F:12])[F:11])[CH:6]=[C:5]([I:19])[C:3]=1[NH2:4].[Cl:20][C:21]1[C:29]([N+:30]([O-:32])=[O:31])=[CH:28][CH:27]=[CH:26][C:22]=1[C:23](Cl)=[O:24].O. The catalyst is CN1C(=O)N(C)CC1. The product is [Cl:20][C:21]1[C:29]([N+:30]([O-:32])=[O:31])=[CH:28][CH:27]=[CH:26][C:22]=1[C:23]([NH:4][C:3]1[C:2]([I:1])=[CH:8][C:7]([C:9]([F:18])([C:10]([F:13])([F:12])[F:11])[C:14]([F:15])([F:16])[F:17])=[CH:6][C:5]=1[I:19])=[O:24]. The yield is 0.990. (3) The reactants are [Cl:1][C:2]1[CH:11]=[CH:10][CH:9]=[C:8]2[C:3]=1[C:4](=[O:21])[N:5]([C:14]1[CH:19]=[CH:18][CH:17]=[CH:16][C:15]=1[CH3:20])[C:6]([CH2:12]Cl)=[N:7]2.[N:22]1[C:30]([NH2:31])=[C:29]2[C:25]([N:26]=[CH:27][NH:28]2)=[N:24][CH:23]=1.C([O-])([O-])=O.[K+].[K+]. The product is [NH2:31][C:30]1[N:22]=[CH:23][N:24]=[C:25]2[C:29]=1[N:28]=[CH:27][N:26]2[CH2:12][C:6]1[N:5]([C:14]2[CH:19]=[CH:18][CH:17]=[CH:16][C:15]=2[CH3:20])[C:4](=[O:21])[C:3]2[C:8](=[CH:9][CH:10]=[CH:11][C:2]=2[Cl:1])[N:7]=1. The catalyst is CN(C=O)C. The yield is 0.390. (4) The reactants are [Br:1][C:2]1[CH:3]=[C:4]2[C:8](=[C:9]([C:11]([OH:13])=[O:12])[CH:10]=1)[NH:7][CH:6]=[C:5]2[CH:14]([CH3:16])[CH3:15].I[CH3:18].[H-].[Na+].[OH-].[Na+].Cl. The catalyst is CN(C=O)C. The product is [Br:1][C:2]1[CH:3]=[C:4]2[C:8](=[C:9]([C:11]([OH:13])=[O:12])[CH:10]=1)[N:7]([CH3:18])[CH:6]=[C:5]2[CH:14]([CH3:16])[CH3:15]. The yield is 0.692. (5) The reactants are [ClH:1].[NH2:2][C:3]1[C:4]([C:8](=[N:10][OH:11])N)=[N:5][O:6][N:7]=1.N([O-])=O.[Na+]. The catalyst is O. The product is [NH2:2][C:3]1[C:4]([C:8]([Cl:1])=[N:10][OH:11])=[N:5][O:6][N:7]=1. The yield is 0.210. (6) The reactants are [CH:1]1([CH2:7][C@H:8]([N:22]2[CH2:26][C:25](=[O:27])[CH2:24][C:23]2=[O:28])[C:9]([NH:11][C:12]2[CH:16]=[CH:15][N:14]([CH2:17][C:18]([OH:21])([CH3:20])[CH3:19])[N:13]=2)=[O:10])[CH2:6][CH2:5][CH2:4][CH2:3][CH2:2]1.O.[C:30]1(C)[CH:35]=CC(S(O)(=O)=O)=C[CH:31]=1. The catalyst is C(O)CC. The product is [CH:1]1([CH2:7][C@H:8]([N:22]2[CH2:26][C:25]([O:27][CH2:31][CH2:30][CH3:35])=[CH:24][C:23]2=[O:28])[C:9]([NH:11][C:12]2[CH:16]=[CH:15][N:14]([CH2:17][C:18]([OH:21])([CH3:19])[CH3:20])[N:13]=2)=[O:10])[CH2:6][CH2:5][CH2:4][CH2:3][CH2:2]1. The yield is 0.220. (7) The reactants are C1(P(C2CCCCC2)C2C=CC=CC=2C2C=CC=CC=2N(C)C)CCCCC1.CC(C)([O-])C.[Na+].[NH:35]1[CH2:41][CH2:40][CH2:39][CH2:38][CH2:37][CH2:36]1.Br[C:43]1[CH:48]=[C:47]([CH3:49])[C:46]([NH:50][C:51](=[O:58])[CH2:52][CH:53]2[CH2:57][CH2:56][CH2:55][CH2:54]2)=[C:45]([CH3:59])[CH:44]=1. The catalyst is C1(C)C=CC=CC=1.C1C=CC(/C=C/C(/C=C/C2C=CC=CC=2)=O)=CC=1.C1C=CC(/C=C/C(/C=C/C2C=CC=CC=2)=O)=CC=1.[Pd]. The product is [N:35]1([C:43]2[CH:48]=[C:47]([CH3:49])[C:46]([NH:50][C:51](=[O:58])[CH2:52][CH:53]3[CH2:57][CH2:56][CH2:55][CH2:54]3)=[C:45]([CH3:59])[CH:44]=2)[CH2:41][CH2:40][CH2:39][CH2:38][CH2:37][CH2:36]1. The yield is 0.500. (8) The reactants are Cl[C:2]1[C:11]2[C:6](=[CH:7][CH:8]=[C:9]([O:12][CH3:13])[CH:10]=2)[CH:5]=[C:4]([Cl:14])[N:3]=1.Cl.[Sn].[NH4+].[OH-]. The catalyst is C(O)(=O)C. The product is [Cl:14][C:4]1[N:3]=[CH:2][C:11]2[C:6]([CH:5]=1)=[CH:7][CH:8]=[C:9]([O:12][CH3:13])[CH:10]=2. The yield is 0.210. (9) The reactants are [C:1](OC)(=[O:3])C.[C:6](#[N:14])[CH2:7][CH2:8][CH2:9][CH2:10][CH2:11][CH2:12][CH3:13].[ClH:15].CC1CCCCC1. The catalyst is CO. The product is [ClH:15].[C:6](=[NH:14])([O:3][CH3:1])[CH2:7][CH2:8][CH2:9][CH2:10][CH2:11][CH2:12][CH3:13]. The yield is 0.934. (10) The reactants are C[O:2][C:3](=O)[CH2:4][C:5]1[CH:10]=[CH:9][CH:8]=[C:7]([Cl:11])[C:6]=1[Br:12].[Li+].[BH4-].C([O-])(O)=O.[Na+].O. The catalyst is C1COCC1. The product is [Br:12][C:6]1[C:7]([Cl:11])=[CH:8][CH:9]=[CH:10][C:5]=1[CH2:4][CH2:3][OH:2]. The yield is 0.670.